Dataset: HIV replication inhibition screening data with 41,000+ compounds from the AIDS Antiviral Screen. Task: Binary Classification. Given a drug SMILES string, predict its activity (active/inactive) in a high-throughput screening assay against a specified biological target. (1) The molecule is N#Cc1cc2c(cc1Cl)Sc1nccn1S2(=O)=O. The result is 0 (inactive). (2) The drug is [O-][n+]1nc2ccccc2c2ccccc21. The result is 0 (inactive). (3) The drug is CCOC(=O)c1cn(CC)c(=O)n2c1nc1ccccc12. The result is 0 (inactive). (4) The molecule is CN1CCCC1CCNc1nc(Nc2ccc(Cl)c(Cl)c2)nc2ccc(Cl)cc12. The result is 0 (inactive). (5) The drug is COc1ccc2c(c1)CSC(c1ccccc1)C2=O. The result is 0 (inactive). (6) The drug is O=S(=O)(N(c1ccc(Cl)cn1)S(=O)(=O)C(F)(F)F)C(F)(F)F. The result is 0 (inactive). (7) The drug is CSc1nc(C)c(CCOC(C)=O)c(Cl)n1. The result is 0 (inactive). (8) The molecule is C=C1CN(S(=O)(=O)c2ccc(C)cc2)CCCN(Cc2cccs2)CCCN(S(=O)(=O)c2ccc(C)cc2)C1. The result is 0 (inactive). (9) The result is 0 (inactive). The drug is CC1(C)CC(=O)c2c([nH][nH]c2=N)C1. (10) The drug is N#Cc1nc(C=Cc2cccs2)oc1N. The result is 0 (inactive).